This data is from Forward reaction prediction with 1.9M reactions from USPTO patents (1976-2016). The task is: Predict the product of the given reaction. (1) Given the reactants C1C=CC(P(C2C=CC3C(=CC=CC=3)C=2C2C3C(=CC=CC=3)C=CC=2P(C2C=CC=CC=2)C2C=CC=CC=2)C2C=CC=CC=2)=CC=1.CC(C)([O-])C.[Na+].[CH2:53]([C:55]1[CH:56]([C:61]([O:63][CH2:64][CH3:65])=[O:62])[CH2:57][C:58](=[O:60])[CH:59]=1)[CH3:54].C(O)(C)(C)C, predict the reaction product. The product is: [CH2:53]([CH:55]1[CH2:59][C:58](=[O:60])[CH2:57][CH:56]1[C:61]([O:63][CH2:64][CH3:65])=[O:62])[CH3:54]. (2) Given the reactants Br[C:2]1[CH:3]=[C:4]2[C:9]([NH:10][C@H:11]3[C@@H:15]([CH2:16][CH3:17])[CH2:14][N:13]([C:18]4[N:23]=[CH:22][C:21]([C:24]#[N:25])=[CH:20][N:19]=4)[CH2:12]3)=[C:8]([C:26]([NH2:28])=[O:27])[CH:7]=[N:6][N:5]2[CH:29]=1.[CH3:30][N:31]1[CH:36]=[C:35](B2OC(C)(C)C(C)(C)O2)[CH:34]=[CH:33][C:32]1=[O:46].[O-]P([O-])([O-])=O.[K+].[K+].[K+], predict the reaction product. The product is: [C:24]([C:21]1[CH:22]=[N:23][C:18]([N:13]2[CH2:14][C@H:15]([CH2:16][CH3:17])[C@H:11]([NH:10][C:9]3[C:4]4[N:5]([CH:29]=[C:2]([C:35]5[CH:34]=[CH:33][C:32](=[O:46])[N:31]([CH3:30])[CH:36]=5)[CH:3]=4)[N:6]=[CH:7][C:8]=3[C:26]([NH2:28])=[O:27])[CH2:12]2)=[N:19][CH:20]=1)#[N:25]. (3) Given the reactants [NH:1]1[CH2:6][CH2:5][CH2:4][CH2:3][CH2:2]1.[CH3:7][O:8][C:9]1[CH:16]=[CH:15][CH:14]=[CH:13][C:10]=1[CH:11]=O.C([Cl:20])(=O)C, predict the reaction product. The product is: [Cl-:20].[CH3:7][O:8][C:9]1[CH:16]=[CH:15][CH:14]=[CH:13][C:10]=1[CH:11]=[N+:1]1[CH2:6][CH2:5][CH2:4][CH2:3][CH2:2]1. (4) Given the reactants [CH2:1]([O:3][C:4]([CH:6]1[CH2:11][CH2:10][NH:9][CH2:8][CH2:7]1)=[O:5])[CH3:2].[C:12]([O:16][C:17](O[C:17]([O:16][C:12]([CH3:15])([CH3:14])[CH3:13])=[O:18])=[O:18])([CH3:15])([CH3:14])[CH3:13], predict the reaction product. The product is: [CH2:1]([O:3][C:4]([CH:6]1[CH2:11][CH2:10][N:9]([C:17]([O:16][C:12]([CH3:15])([CH3:14])[CH3:13])=[O:18])[CH2:8][CH2:7]1)=[O:5])[CH3:2]. (5) Given the reactants Br[C:2]1[CH:7]=[CH:6][C:5]([S:8]([NH:11][C:12]([CH3:15])([CH3:14])[CH3:13])(=[O:10])=[O:9])=[CH:4][C:3]=1[CH3:16].[B:17](OC(C)C)([O:22]C(C)C)[O:18]C(C)C.C([Li])CCC, predict the reaction product. The product is: [BH:17]([OH:22])[OH:18].[C:12]([NH:11][S:8]([C:5]1[CH:6]=[CH:7][CH:2]=[C:3]([CH3:16])[CH:4]=1)(=[O:9])=[O:10])([CH3:15])([CH3:14])[CH3:13]. (6) Given the reactants Cl[C:2]1[CH:3]=[C:4]([C:15]([NH:17][CH2:18][C:19]2[C:20](=[O:27])[NH:21][C:22]([CH3:26])=[CH:23][C:24]=2[CH3:25])=[O:16])[C:5]2[C:10]([CH3:11])=[N:9][N:8]([CH:12]([CH3:14])[CH3:13])[C:6]=2[N:7]=1.CC1(C)C(C)(C)OB([C:36]2[CH:44]=[CH:43][C:39]3=NO[N:42]=[C:38]3[CH:37]=2)O1.C(=O)([O-])[O-].[Na+].[Na+], predict the reaction product. The product is: [NH2:8][C:6]1[N:7]=[CH:2][C:39]2[C:38](=[CH:37][CH:36]=[C:44]([C:2]3[CH:3]=[C:4]([C:15]([NH:17][CH2:18][C:19]4[C:20](=[O:27])[NH:21][C:22]([CH3:26])=[CH:23][C:24]=4[CH3:25])=[O:16])[C:5]4[C:10]([CH3:11])=[N:9][N:8]([CH:12]([CH3:14])[CH3:13])[C:6]=4[N:7]=3)[CH:43]=2)[N:42]=1.